Dataset: Forward reaction prediction with 1.9M reactions from USPTO patents (1976-2016). Task: Predict the product of the given reaction. Given the reactants [C:1]([SiH2:5][O:6][C:7]([CH3:14])([CH3:13])[C:8]1[O:9][CH:10]=[CH:11][N:12]=1)([CH3:4])([CH3:3])[CH3:2].C(Br)(Br)(Br)[Br:16], predict the reaction product. The product is: [Br:16][C:10]1[O:9][C:8]([C:7]([CH3:14])([CH3:13])[O:6][SiH2:5][C:1]([CH3:4])([CH3:2])[CH3:3])=[N:12][CH:11]=1.